Task: Predict the reactants needed to synthesize the given product.. Dataset: Full USPTO retrosynthesis dataset with 1.9M reactions from patents (1976-2016) Given the product [CH3:21][O:22][C:23]1[CH:24]=[CH:25][C:26]([O:10][C:11]2[C:20]3[C:15](=[CH:16][CH:17]=[CH:18][CH:19]=3)[N:14]=[CH:13][N:12]=2)=[CH:27][CH:28]=1, predict the reactants needed to synthesize it. The reactants are: N1C2C(=NC=CC=2)N([O:10][C:11]2[C:20]3[C:15](=[CH:16][CH:17]=[CH:18][CH:19]=3)[N:14]=[CH:13][N:12]=2)N=1.[CH3:21][O:22][C:23]1[CH:24]=[C:25](B(O)O)[CH:26]=[CH:27][CH:28]=1.C([O-])([O-])=O.[Cs+].[Cs+].